From a dataset of Full USPTO retrosynthesis dataset with 1.9M reactions from patents (1976-2016). Predict the reactants needed to synthesize the given product. (1) Given the product [C:8]1([S:5]([CH:4]([CH:3]=[C:2]([CH3:1])[CH2:14][CH2:15][CH:16]=[C:17]([CH3:34])[CH2:18][CH2:19][CH:20]=[C:21]([CH3:33])[CH2:22][CH2:23][CH:24]=[C:25]([CH3:32])[CH2:26][CH2:27][CH:28]=[C:29]([CH3:31])[CH3:30])[CH2:46][C:47]([CH3:70])=[CH:48][CH2:49][CH2:50][C:51]([CH3:69])=[CH:52][CH2:53][C:54]2[C:63]([CH3:64])=[C:62]([O:65][CH3:66])[C:61]3[C:56](=[CH:57][CH:58]=[CH:59][CH:60]=3)[C:55]=2[O:67][CH3:68])(=[O:6])=[O:7])[CH:13]=[CH:12][CH:11]=[CH:10][CH:9]=1, predict the reactants needed to synthesize it. The reactants are: [CH3:1][C:2]([CH2:14][CH2:15][CH:16]=[C:17]([CH3:34])[CH2:18][CH2:19][CH:20]=[C:21]([CH3:33])[CH2:22][CH2:23][CH:24]=[C:25]([CH3:32])[CH2:26][CH2:27][CH:28]=[C:29]([CH3:31])[CH3:30])=[CH:3][CH2:4][S:5]([C:8]1[CH:13]=[CH:12][CH:11]=[CH:10][CH:9]=1)(=[O:7])=[O:6].C(=O)=O.CO.[Li]CCCC.Br[CH2:46][C:47]([CH3:70])=[CH:48][CH2:49][CH2:50][C:51]([CH3:69])=[CH:52][CH2:53][C:54]1[C:63]([CH3:64])=[C:62]([O:65][CH3:66])[C:61]2[C:56](=[CH:57][CH:58]=[CH:59][CH:60]=2)[C:55]=1[O:67][CH3:68]. (2) Given the product [F:3][C:4]1[C:5]([F:14])=[CH:6][C:7]([NH:2][CH3:1])=[C:8]([N+:10]([O-:12])=[O:11])[CH:9]=1, predict the reactants needed to synthesize it. The reactants are: [CH3:1][NH2:2].[F:3][C:4]1[CH:9]=[C:8]([N+:10]([O-:12])=[O:11])[C:7](F)=[CH:6][C:5]=1[F:14]. (3) The reactants are: C1(S([N:10]2[C:18]3[C:13](=[CH:14][C:15]([C:20]#[N:21])=[CH:16][C:17]=3[F:19])[CH:12]=[C:11]2[CH3:22])(=O)=O)C=CC=CC=1.CO.[OH-].[Na+]. Given the product [F:19][C:17]1[CH:16]=[C:15]([C:20]#[N:21])[CH:14]=[C:13]2[C:18]=1[NH:10][C:11]([CH3:22])=[CH:12]2, predict the reactants needed to synthesize it. (4) Given the product [F:1][C:2]([F:32])([C:18]1[CH:23]=[CH:22][C:21]([C:24]2[CH:29]=[CH:28][C:27]([O:30][CH3:31])=[CH:26][CH:25]=2)=[CH:20][CH:19]=1)[CH2:3][CH:4]([CH2:8][CH:7]([OH:48])[CH2:9][S:10][C:11]1[CH:16]=[CH:15][CH:14]=[CH:13][CH:12]=1)[C:5]([OH:6])=[O:17], predict the reactants needed to synthesize it. The reactants are: [F:1][C:2]([F:32])([C:18]1[CH:23]=[CH:22][C:21]([C:24]2[CH:29]=[CH:28][C:27]([O:30][CH3:31])=[CH:26][CH:25]=2)=[CH:20][CH:19]=1)[CH2:3][CH:4]1[CH2:8][CH:7]([CH2:9][S:10][C:11]2[CH:16]=[CH:15][CH:14]=[CH:13][CH:12]=2)[O:6][C:5]1=[O:17].C1C=CC(S)=CC=1.[Li]CCCC.C1C[O:48]CC1. (5) Given the product [N:92]([CH:2]([C:45]1[CH:50]=[CH:49][C:48]([O:51][CH2:52][CH2:53][CH2:54][CH2:55][CH2:56][CH2:57][CH2:58][CH2:59][CH2:60][CH2:61][CH2:62][CH2:63][O:64][CH2:65][CH2:66][CH2:67][CH2:68][CH2:69][CH2:70][CH2:71][CH2:72][CH2:73][CH2:74][CH2:75][CH2:76][CH2:77][CH2:78][CH2:79][CH2:80][CH2:81][CH2:82][CH2:83][CH2:84][CH2:85][CH3:86])=[CH:47][CH:46]=1)[C:3]1[CH:8]=[CH:7][C:6]([O:9][CH2:10][CH2:11][CH2:12][CH2:13][CH2:14][CH2:15][CH2:16][CH2:17][CH2:18][CH2:19][CH2:20][CH2:21][O:22][CH2:23][CH2:24][CH2:25][CH2:26][CH2:27][CH2:28][CH2:29][CH2:30][CH2:31][CH2:32][CH2:33][CH2:34][CH2:35][CH2:36][CH2:37][CH2:38][CH2:39][CH2:40][CH2:41][CH2:42][CH2:43][CH3:44])=[CH:5][CH:4]=1)=[N+:93]=[N-:94], predict the reactants needed to synthesize it. The reactants are: Cl[CH:2]([C:45]1[CH:50]=[CH:49][C:48]([O:51][CH2:52][CH2:53][CH2:54][CH2:55][CH2:56][CH2:57][CH2:58][CH2:59][CH2:60][CH2:61][CH2:62][CH2:63][O:64][CH2:65][CH2:66][CH2:67][CH2:68][CH2:69][CH2:70][CH2:71][CH2:72][CH2:73][CH2:74][CH2:75][CH2:76][CH2:77][CH2:78][CH2:79][CH2:80][CH2:81][CH2:82][CH2:83][CH2:84][CH2:85][CH3:86])=[CH:47][CH:46]=1)[C:3]1[CH:8]=[CH:7][C:6]([O:9][CH2:10][CH2:11][CH2:12][CH2:13][CH2:14][CH2:15][CH2:16][CH2:17][CH2:18][CH2:19][CH2:20][CH2:21][O:22][CH2:23][CH2:24][CH2:25][CH2:26][CH2:27][CH2:28][CH2:29][CH2:30][CH2:31][CH2:32][CH2:33][CH2:34][CH2:35][CH2:36][CH2:37][CH2:38][CH2:39][CH2:40][CH2:41][CH2:42][CH2:43][CH3:44])=[CH:5][CH:4]=1.CN(C=O)C.[N-:92]=[N+:93]=[N-:94].[Na+].